Dataset: Rat liver microsome stability data. Task: Regression/Classification. Given a drug SMILES string, predict its absorption, distribution, metabolism, or excretion properties. Task type varies by dataset: regression for continuous measurements (e.g., permeability, clearance, half-life) or binary classification for categorical outcomes (e.g., BBB penetration, CYP inhibition). Dataset: rlm. (1) The drug is Cc1ccc(C(=O)N2CCc3c(nc4cc(-c5ccccc5)nn4c3O)C2)cn1. The result is 0 (unstable in rat liver microsomes). (2) The compound is COc1cc(OC)c2c(c1Cl)O[C@]1(C2=O)C(OCc2ccccc2)=CC(=O)C[C@H]1C. The result is 0 (unstable in rat liver microsomes).